Dataset: Forward reaction prediction with 1.9M reactions from USPTO patents (1976-2016). Task: Predict the product of the given reaction. (1) Given the reactants [CH2:1]([C:3]1[N:12]([CH2:13][CH2:14][N:15]2[CH2:20][CH2:19][N:18]([C:21]3[CH:26]=[CH:25][CH:24]=[C:23]([C:27](F)(F)F)[CH:22]=3)[CH2:17][CH2:16]2)[C:11](=[O:31])[C:10]2[C:5](=[CH:6][CH:7]=[CH:8][CH:9]=2)[N:4]=1)[CH3:2].[CH3:32]C1C(C)=CC=CC=1N1CCNCC1, predict the reaction product. The product is: [CH3:32][C:22]1[C:23]([CH3:27])=[CH:24][CH:25]=[CH:26][C:21]=1[N:18]1[CH2:19][CH2:20][N:15]([CH2:14][CH2:13][N:12]2[C:11](=[O:31])[C:10]3[C:5](=[CH:6][CH:7]=[CH:8][CH:9]=3)[N:4]=[C:3]2[CH2:1][CH3:2])[CH2:16][CH2:17]1. (2) Given the reactants C[O:2][C@:3]1([C@@H:22]2[CH2:26][S:25][C:24](=[O:27])[N:23]2CC2C=CC(OC)=CC=2)[CH2:18][C@H:17]2[CH2:19][C@@H:5]([CH2:6][CH2:7][CH2:8][CH2:9][CH2:10][CH2:11][CH2:12][C:13]([CH3:21])=[CH:14][C:15](=[O:20])[O:16]2)[O:4]1.CO[C@]1([C@@H]2CSC(=O)N2CC2C=CC(OC)=CC=2)C[C@H]2C[C@@H](CCCC=CCCC(C)=CC(=O)O2)O1, predict the reaction product. The product is: [OH:2][C@:3]1([C@@H:22]2[CH2:26][S:25][C:24](=[O:27])[NH:23]2)[CH2:18][C@H:17]2[CH2:19][C@@H:5]([CH2:6][CH2:7][CH2:8][CH2:9][CH2:10][CH2:11][CH2:12][C:13]([CH3:21])=[CH:14][C:15](=[O:20])[O:16]2)[O:4]1. (3) Given the reactants OO.FC(F)(F)C(OC(=O)C(F)(F)F)=[O:6].[CH2:16]([O:18][C:19]1[CH:20]=[CH:21][C:22]2[N+:27]([O-:28])=[N:26][C:25]([NH:29][CH2:30][CH2:31][N:32]([CH3:34])[CH3:33])=[N:24][C:23]=2[CH:35]=1)[CH3:17].FC(F)(F)C(O)=O, predict the reaction product. The product is: [CH2:16]([O:18][C:19]1[CH:20]=[CH:21][C:22]2[N+:27]([O-:28])=[N:26][C:25]([NH:29][CH2:30][CH2:31][N:32]([CH3:34])[CH3:33])=[N+:24]([O-:6])[C:23]=2[CH:35]=1)[CH3:17]. (4) Given the reactants Br[C:2]1[N:3]=[C:4]([C:20]2[CH:25]=[CH:24][N:23]=[C:22]([NH:26][C:27](=[O:29])[CH3:28])[CH:21]=2)[S:5][C:6]=1[C:7]1[N:8]([CH2:12][O:13][CH2:14][CH2:15][Si:16]([CH3:19])([CH3:18])[CH3:17])[CH:9]=[CH:10][N:11]=1.[CH3:30][N:31]1[CH:35]=[C:34](B2OC(C)(C)C(C)(C)O2)[C:33]([C:45]([F:48])([F:47])[F:46])=[N:32]1.C(=O)([O-])[O-].[Na+].[Na+].O, predict the reaction product. The product is: [CH3:30][N:31]1[CH:35]=[C:34]([C:2]2[N:3]=[C:4]([C:20]3[CH:25]=[CH:24][N:23]=[C:22]([NH:26][C:27](=[O:29])[CH3:28])[CH:21]=3)[S:5][C:6]=2[C:7]2[N:8]([CH2:12][O:13][CH2:14][CH2:15][Si:16]([CH3:19])([CH3:18])[CH3:17])[CH:9]=[CH:10][N:11]=2)[C:33]([C:45]([F:48])([F:47])[F:46])=[N:32]1.